From a dataset of Forward reaction prediction with 1.9M reactions from USPTO patents (1976-2016). Predict the product of the given reaction. (1) Given the reactants [Cl:1][CH2:2][C:3](Cl)=[O:4].[CH:6]([N:10]1[C:18]2[CH:17]=[C:16]([Cl:19])[N:15]=[CH:14][C:13]=2[C:12]([NH:20][CH2:21][CH2:22][NH2:23])=[N:11]1)([CH2:8][CH3:9])[CH3:7].C(N(CC)CC)C, predict the reaction product. The product is: [CH:6]([N:10]1[C:18]2[CH:17]=[C:16]([Cl:19])[N:15]=[CH:14][C:13]=2[C:12]([NH:20][CH2:21][CH2:22][NH:23][C:3](=[O:4])[CH2:2][Cl:1])=[N:11]1)([CH2:8][CH3:9])[CH3:7]. (2) Given the reactants [C:1]1([CH:7]2[CH2:12][CH2:11][N:10]([S:13]([NH2:16])(=[O:15])=[O:14])[CH2:9][CH2:8]2)[CH:6]=[CH:5][CH:4]=[CH:3][CH:2]=1.[S:17]1[CH:21]=[C:20]([CH:22]=O)[C:19]2[CH:24]=[CH:25][CH:26]=[CH:27][C:18]1=2.[BH4-].[Na+], predict the reaction product. The product is: [S:17]1[CH:21]=[C:20]([CH2:22][NH:16][S:13]([N:10]2[CH2:9][CH2:8][CH:7]([C:1]3[CH:6]=[CH:5][CH:4]=[CH:3][CH:2]=3)[CH2:12][CH2:11]2)(=[O:15])=[O:14])[C:19]2[CH:24]=[CH:25][CH:26]=[CH:27][C:18]1=2. (3) Given the reactants [CH3:1][O:2][C:3]([C:5]1[CH:14]=[C:13]([OH:15])[C:12]2[C:7](=[C:8]([O:17][CH2:18][C:19]3[CH:24]=[CH:23][CH:22]=[CH:21][CH:20]=3)[CH:9]=[C:10](Br)[CH:11]=2)[N:6]=1)=[O:4].[C:25]1([C:31]#C)[CH:30]=[CH:29][CH:28]=[CH:27][CH:26]=1, predict the reaction product. The product is: [CH3:1][O:2][C:3]([C:5]1[CH:14]=[C:13]([OH:15])[C:12]2[C:7](=[C:8]([O:17][CH2:18][C:19]3[CH:24]=[CH:23][CH:22]=[CH:21][CH:20]=3)[CH:9]=[C:10]([C:14]#[C:5][CH2:3][O:2][CH2:31][C:25]3[CH:26]=[CH:27][CH:28]=[CH:29][CH:30]=3)[CH:11]=2)[N:6]=1)=[O:4]. (4) Given the reactants [OH:1][C:2]1[CH:9]=[C:8]([N+:10]([O-:12])=[O:11])[CH:7]=[CH:6][C:3]=1[C:4]#[N:5].C([O-])([O-])=O.[Cs+].[Cs+].Br[CH2:20][CH2:21][NH:22][C:23](=[O:29])[O:24][C:25]([CH3:28])([CH3:27])[CH3:26], predict the reaction product. The product is: [C:4]([C:3]1[CH:6]=[CH:7][C:8]([N+:10]([O-:12])=[O:11])=[CH:9][C:2]=1[O:1][CH2:20][CH2:21][NH:22][C:23](=[O:29])[O:24][C:25]([CH3:28])([CH3:27])[CH3:26])#[N:5]. (5) Given the reactants [C:1]1(=[O:6])[CH2:5][CH2:4][CH:3]=[CH:2]1.[CH2:7]([O:9][C:10]([O:12][CH2:13][CH3:14])=[CH2:11])[CH3:8], predict the reaction product. The product is: [CH2:7]([O:9][C:10]1([O:12][CH2:13][CH3:14])[CH2:11][CH:5]2[CH:4]1[CH2:3][CH2:2][C:1]2=[O:6])[CH3:8].